Dataset: Catalyst prediction with 721,799 reactions and 888 catalyst types from USPTO. Task: Predict which catalyst facilitates the given reaction. (1) Reactant: [O:1]([C:8]1[CH:13]=[CH:12][C:11]([CH2:14][C:15]([OH:17])=O)=[CH:10][CH:9]=1)[C:2]1[CH:7]=[CH:6][CH:5]=[CH:4][CH:3]=1.[CH2:18](Cl)CCl.C1C=CC2N(O)N=NC=2C=1.CCN(CC)CC.[CH3:39][N:40]([CH3:55])[CH2:41][CH2:42][N:43]([CH3:54])[C:44]1[C:52]2[C:47](=[CH:48][CH:49]=[C:50]([NH2:53])[CH:51]=2)[NH:46][N:45]=1. Product: [CH2:2]([O:1][C:8]1[CH:9]=[CH:10][C:11]([CH2:14][C:15]([NH:53][C:50]2[CH:51]=[C:52]3[C:47](=[CH:48][CH:49]=2)[NH:46][N:45]=[C:44]3[N:43]([CH2:42][CH2:41][N:40]([CH3:55])[CH3:39])[CH3:54])=[O:17])=[CH:12][CH:13]=1)[C:7]1[CH:6]=[CH:5][CH:4]=[CH:3][CH:18]=1. The catalyst class is: 39. (2) Reactant: CS(O)(=O)=O.[O:6]=[P:7]12[O:18][P:16]3([O:19][P:9]([O:11][P:12]([O:15]3)([O:14]1)=[O:13])(=[O:10])[O:8]2)=[O:17]. Product: [O:10]=[P:9]12[O:8][P:7]3([O:14][P:12]([O:15][P:16]([O:18]3)([O:19]1)=[O:17])(=[O:13])[O:11]2)=[O:6]. The catalyst class is: 501. (3) Reactant: [NH2:1][C:2]1[CH:11]=[C:10]2[C:5]([CH:6]=[CH:7][C:8]([OH:12])=[CH:9]2)=[CH:4][CH:3]=1.[H-].[Na+].S(OC)(O[CH3:19])(=O)=O. Product: [CH3:19][O:12][C:8]1[CH:9]=[C:10]2[C:5]([CH:4]=[CH:3][C:2]([NH2:1])=[CH:11]2)=[CH:6][CH:7]=1. The catalyst class is: 3. (4) Reactant: [H-].[Na+].NC1C(Cl)=[CH:29][C:7]([C:8](OCC2CCN(CCCOC3C=CC(F)=CC=3)CC2)=O)=[C:6](OC)[CH:5]=1.[C:34]([N:41]1[CH:45]=[CH:44][N:43]=[CH:42]1)([N:36]1[CH:40]=[CH:39][N:38]=[CH:37]1)=O.[NH2:46][C:47]1[C:52]2[CH2:53][C:54]([CH3:57])([CH3:56])[O:55][C:51]=2[C:50]([C:58]([OH:60])=[O:59])=[CH:49][C:48]=1[Cl:61].[CH2:62]1COCC1. Product: [NH2:46][C:47]1[C:52]2[CH2:53][C:54]([CH3:57])([CH3:56])[O:55][C:51]=2[C:50]([C:58]([O:60][CH2:8][CH:7]2[CH2:29][CH2:42][N:43]([CH2:44][CH2:45][NH:41][C:34]3[C:37]([CH3:62])=[N:38][CH:39]=[CH:40][N:36]=3)[CH2:5][CH2:6]2)=[O:59])=[CH:49][C:48]=1[Cl:61]. The catalyst class is: 10. (5) Reactant: [NH:1]1[CH2:6][CH2:5][CH:4]([N:7]2[C:11]3[CH:12]=[C:13]([NH2:16])[CH:14]=[CH:15][C:10]=3[N:9]=[CH:8]2)[CH2:3][CH2:2]1.Br[CH2:18][C:19]1[CH:24]=[CH:23][C:22]([C:25]([OH:34])([C:30]([F:33])([F:32])[F:31])[C:26]([F:29])([F:28])[F:27])=[CH:21][CH:20]=1.C(=O)([O-])[O-].[K+].[K+]. Product: [NH2:16][C:13]1[CH:14]=[CH:15][C:10]2[N:9]=[CH:8][N:7]([CH:4]3[CH2:3][CH2:2][N:1]([CH2:18][C:19]4[CH:20]=[CH:21][C:22]([C:25]([OH:34])([C:26]([F:27])([F:28])[F:29])[C:30]([F:31])([F:32])[F:33])=[CH:23][CH:24]=4)[CH2:6][CH2:5]3)[C:11]=2[CH:12]=1. The catalyst class is: 10. (6) Reactant: Cl.[NH2:2][CH2:3][C:4]1[CH:12]=[CH:11][CH:10]=[C:9]2[C:5]=1[C:6](=[O:22])[N:7]([CH:14]1[CH2:19][CH2:18][C:17](=[O:20])[NH:16][C:15]1=[O:21])[C:8]2=[O:13].N12CCCN=C1CCCCC2.ON1C2C=CC=CC=2N=N1.Cl.[N:45]1[CH:50]=[CH:49][C:48]([CH2:51][C:52](O)=[O:53])=[CH:47][CH:46]=1.Cl.CN(C)CCCN=C=NCC. Product: [O:21]=[C:15]1[CH:14]([N:7]2[C:6](=[O:22])[C:5]3[C:9](=[CH:10][CH:11]=[CH:12][C:4]=3[CH2:3][NH:2][C:52](=[O:53])[CH2:51][C:48]3[CH:49]=[CH:50][N:45]=[CH:46][CH:47]=3)[C:8]2=[O:13])[CH2:19][CH2:18][C:17](=[O:20])[NH:16]1. The catalyst class is: 10. (7) Reactant: C[O:2][C:3](=O)[CH2:4][CH2:5][CH:6]([O:14][CH3:15])[C:7]1[CH:12]=[CH:11][CH:10]=[CH:9][C:8]=1[CH3:13].C1COCC1.[NH2:22][OH:23].[C-]#N.[K+]. Product: [OH:23][NH:22][C:3](=[O:2])[CH2:4][CH2:5][CH:6]([O:14][CH3:15])[C:7]1[CH:12]=[CH:11][CH:10]=[CH:9][C:8]=1[CH3:13]. The catalyst class is: 72. (8) Reactant: [F:1][C:2]([F:7])([F:6])[C@@H:3]1[CH2:5][O:4]1.[CH2:8]([CH:15]1[CH2:19][CH2:18][NH:17][CH2:16]1)[C:9]1[CH:14]=[CH:13][CH:12]=[CH:11][CH:10]=1. Product: [CH2:8]([CH:15]1[CH2:19][CH2:18][N:17]([CH2:5][C@H:3]([OH:4])[C:2]([F:7])([F:6])[F:1])[CH2:16]1)[C:9]1[CH:14]=[CH:13][CH:12]=[CH:11][CH:10]=1. The catalyst class is: 10. (9) Reactant: [Br:1][C:2]1[CH:3]=[CH:4][C:5]([C:8]([CH3:13])([CH3:12])[C:9](O)=[O:10])=[N:6][CH:7]=1.C(Cl)(=O)C([Cl:17])=O.CN(C=O)C. Product: [Br:1][C:2]1[CH:3]=[CH:4][C:5]([C:8]([CH3:13])([CH3:12])[C:9]([Cl:17])=[O:10])=[N:6][CH:7]=1. The catalyst class is: 2.